This data is from Full USPTO retrosynthesis dataset with 1.9M reactions from patents (1976-2016). The task is: Predict the reactants needed to synthesize the given product. Given the product [Br:1][C:2]1[CH:3]=[C:4]([CH:28]=[CH:29][C:30]=1[OH:31])[CH2:5][C@H:6]1[C@H:14]2[C@@H:10]([N:11]([CH2:16][C:17]3[CH:22]=[CH:21][CH:20]=[C:19]([CH:23]([CH3:25])[CH3:24])[CH:18]=3)[C:12](=[O:15])[O:13]2)[CH2:9][S:8](=[O:27])(=[O:26])[CH2:7]1, predict the reactants needed to synthesize it. The reactants are: [Br:1][C:2]1[CH:3]=[C:4]([CH:28]=[CH:29][C:30]=1[O:31]C)[CH2:5][C@H:6]1[C@H:14]2[C@@H:10]([N:11]([CH2:16][C:17]3[CH:22]=[CH:21][CH:20]=[C:19]([CH:23]([CH3:25])[CH3:24])[CH:18]=3)[C:12](=[O:15])[O:13]2)[CH2:9][S:8](=[O:27])(=[O:26])[CH2:7]1.B(Br)(Br)Br.